Task: Regression/Classification. Given a drug SMILES string, predict its absorption, distribution, metabolism, or excretion properties. Task type varies by dataset: regression for continuous measurements (e.g., permeability, clearance, half-life) or binary classification for categorical outcomes (e.g., BBB penetration, CYP inhibition). Dataset: cyp2d6_veith.. Dataset: CYP2D6 inhibition data for predicting drug metabolism from PubChem BioAssay (1) The compound is CC(=O)OC1=CC2=CC[C@H]3[C@H]4CCC(=O)[C@@]4(C)CC(=O)[C@]3(S)[C@]2(C)CC1. The result is 0 (non-inhibitor). (2) The compound is N[C@H](C(=O)O)c1cc(=O)[nH]o1. The result is 0 (non-inhibitor). (3) The compound is CC(=O)OC[C@@H]1O[C@H](CCO/N=C(\C)CCN2CCCc3nc(C)c(C)cc32)C=C[C@@H]1OC(C)=O. The result is 0 (non-inhibitor).